Dataset: Acute oral toxicity (LD50) regression data from Zhu et al.. Task: Regression/Classification. Given a drug SMILES string, predict its toxicity properties. Task type varies by dataset: regression for continuous values (e.g., LD50, hERG inhibition percentage) or binary classification for toxic/non-toxic outcomes (e.g., AMES mutagenicity, cardiotoxicity, hepatotoxicity). Dataset: ld50_zhu. (1) The drug is O=[N+]([O-])C(F)(COCC(COCC(F)([N+](=O)[O-])[N+](=O)[O-])(N(F)F)N(F)F)[N+](=O)[O-]. The rat oral LD50 is 2.74, given as -log10 of the dose in mol/kg body weight (higher means more acutely toxic). (2) The compound is COCc1ccc(COC(=O)C2C(C=C(C)C)C2(C)C)cc1. The rat oral LD50 is 2.53, given as -log10 of the dose in mol/kg body weight (higher means more acutely toxic).